This data is from Reaction yield outcomes from USPTO patents with 853,638 reactions. The task is: Predict the reaction yield, written as a fraction of the theoretical maximum amount of product (1.0 means a 100% yield; for example, 0.34 means a 34% yield). The reactants are Br[C:2]1[N:7]=[N:6][C:5]([NH2:8])=[N:4][CH:3]=1.[F:9][C:10]1[CH:17]=[C:16](B2OC(C)(C)C(C)(C)O2)[CH:15]=[CH:14][C:11]=1[C:12]#[N:13].C(=O)([O-])[O-].[K+].[K+].ClCCl.[OH-].[Na+]. The catalyst is O1CCOCC1.O. The product is [NH2:8][C:5]1[N:6]=[N:7][C:2]([C:16]2[CH:15]=[CH:14][C:11]([C:12]#[N:13])=[C:10]([F:9])[CH:17]=2)=[CH:3][N:4]=1. The yield is 0.823.